Task: Predict the product of the given reaction.. Dataset: Forward reaction prediction with 1.9M reactions from USPTO patents (1976-2016) (1) Given the reactants [CH3:1][C:2]1[CH:8]=[C:7]([I:9])[CH:6]=[CH:5][C:3]=1[NH2:4].[Li+].CC([N-]C(C)C)C.[NH:18]1[C:22](C2C=C(Cl)C=CC=2F)=[N:21][N:20]=[N:19]1.C(Cl)[Cl:32], predict the reaction product. The product is: [Cl:32][C:7]1([I:9])[CH:6]=[CH:5][CH:3]([NH2:4])[C:2]([C:22]2[NH:21][N:20]=[N:19][N:18]=2)([CH3:1])[CH2:8]1. (2) Given the reactants [O:1]=[C:2]1[C:7]2([CH2:12][CH2:11][N:10]([C:13]([O:15][C:16]([CH3:19])([CH3:18])[CH3:17])=[O:14])[CH2:9][CH2:8]2)[CH2:6][CH2:5][CH2:4][NH:3]1.Br[C:21]1[CH2:25][O:24][C:23](=[O:26])[CH:22]=1.CC1(C)C2C(=C(P(C3C=CC=CC=3)C3C=CC=CC=3)C=CC=2)OC2C(P(C3C=CC=CC=3)C3C=CC=CC=3)=CC=CC1=2.C(=O)([O-])[O-].[Cs+].[Cs+], predict the reaction product. The product is: [O:1]=[C:2]1[C:7]2([CH2:8][CH2:9][N:10]([C:13]([O:15][C:16]([CH3:19])([CH3:18])[CH3:17])=[O:14])[CH2:11][CH2:12]2)[CH2:6][CH2:5][CH2:4][N:3]1[C:21]1[CH2:25][O:24][C:23](=[O:26])[CH:22]=1. (3) Given the reactants N1C2[C:4](=[CH:5][CH:6]=CN=2)[CH:3]=[CH:2]1.[CH2:10]1[N:11]2[CH2:12][N:13]3[CH2:19][N:13]([CH2:10]2)[CH2:12][N:11]1[CH2:19]3.[OH2:20], predict the reaction product. The product is: [NH:11]1[C:12]2=[N:13][CH:19]=[CH:2][CH:3]=[C:4]2[C:5]([CH:6]=[O:20])=[CH:10]1. (4) The product is: [N:16]1([CH2:12][C:11]2[CH:14]=[CH:15][C:8]([C:5](=[O:7])[CH3:6])=[CH:9][CH:10]=2)[CH2:21][CH2:20][O:19][CH2:18][CH2:17]1. Given the reactants [BH3-]C#N.[Na+].[C:5]([C:8]1[CH:15]=[CH:14][C:11]([CH:12]=O)=[CH:10][CH:9]=1)(=[O:7])[CH3:6].[NH:16]1[CH2:21][CH2:20][O:19][CH2:18][CH2:17]1.CC(O)=O, predict the reaction product. (5) Given the reactants [Br:1][C:2]1[C:7]2[N:8]([CH3:13])[C:9]([CH2:11][OH:12])=[N:10][C:6]=2[CH:5]=[CH:4][CH:3]=1, predict the reaction product. The product is: [Br:1][C:2]1[C:7]2[N:8]([CH3:13])[C:9]([CH:11]=[O:12])=[N:10][C:6]=2[CH:5]=[CH:4][CH:3]=1.